Task: Predict the product of the given reaction.. Dataset: Forward reaction prediction with 1.9M reactions from USPTO patents (1976-2016) (1) Given the reactants C[O:2][C:3]([C@@H:5]1[CH2:9][C@@H:8]([S:10]([CH3:13])(=[O:12])=[O:11])[CH2:7][N:6]1[C:14]1[N:15]([CH2:20][C:21]([F:24])([F:23])[F:22])[N:16]=[C:17]([CH3:19])[CH:18]=1)=[O:4].[OH-].[Li+], predict the reaction product. The product is: [CH3:13][S:10]([C@H:8]1[CH2:7][N:6]([C:14]2[N:15]([CH2:20][C:21]([F:24])([F:22])[F:23])[N:16]=[C:17]([CH3:19])[CH:18]=2)[C@H:5]([C:3]([OH:4])=[O:2])[CH2:9]1)(=[O:11])=[O:12]. (2) Given the reactants [OH:1][C:2]1[CH:9]=[C:8]([OH:10])[CH:7]=[CH:6][C:3]=1[CH:4]=[O:5].[CH:11]1[CH:16]=[CH:15][C:14]([CH2:17]Br)=[CH:13][CH:12]=1.C([O-])(O)=O.[Na+], predict the reaction product. The product is: [CH2:17]([O:10][C:8]1[CH:7]=[CH:6][C:3]([CH:4]=[O:5])=[C:2]([OH:1])[CH:9]=1)[C:14]1[CH:15]=[CH:16][CH:11]=[CH:12][CH:13]=1.